Regression. Given two drug SMILES strings and cell line genomic features, predict the synergy score measuring deviation from expected non-interaction effect. From a dataset of NCI-60 drug combinations with 297,098 pairs across 59 cell lines. (1) Drug 1: C1CC(C1)(C(=O)O)C(=O)O.[NH2-].[NH2-].[Pt+2]. Drug 2: CS(=O)(=O)CCNCC1=CC=C(O1)C2=CC3=C(C=C2)N=CN=C3NC4=CC(=C(C=C4)OCC5=CC(=CC=C5)F)Cl. Cell line: SNB-19. Synergy scores: CSS=5.91, Synergy_ZIP=1.26, Synergy_Bliss=2.49, Synergy_Loewe=0.382, Synergy_HSA=0.668. (2) Drug 1: CNC(=O)C1=CC=CC=C1SC2=CC3=C(C=C2)C(=NN3)C=CC4=CC=CC=N4. Drug 2: CC1=C(C(=O)C2=C(C1=O)N3CC4C(C3(C2COC(=O)N)OC)N4)N. Cell line: OVCAR-5. Synergy scores: CSS=33.6, Synergy_ZIP=-6.88, Synergy_Bliss=-0.191, Synergy_Loewe=-18.4, Synergy_HSA=-1.30. (3) Drug 1: CS(=O)(=O)OCCCCOS(=O)(=O)C. Drug 2: C1C(C(OC1N2C=NC(=NC2=O)N)CO)O. Cell line: IGROV1. Synergy scores: CSS=5.77, Synergy_ZIP=-2.42, Synergy_Bliss=-1.41, Synergy_Loewe=-1.07, Synergy_HSA=-1.07. (4) Synergy scores: CSS=83.9, Synergy_ZIP=6.88, Synergy_Bliss=6.40, Synergy_Loewe=3.21, Synergy_HSA=8.03. Drug 2: CC1CCCC2(C(O2)CC(NC(=O)CC(C(C(=O)C(C1O)C)(C)C)O)C(=CC3=CSC(=N3)C)C)C. Cell line: NCI-H460. Drug 1: CC1C(C(CC(O1)OC2CC(OC(C2O)C)OC3=CC4=CC5=C(C(=O)C(C(C5)C(C(=O)C(C(C)O)O)OC)OC6CC(C(C(O6)C)O)OC7CC(C(C(O7)C)O)OC8CC(C(C(O8)C)O)(C)O)C(=C4C(=C3C)O)O)O)O. (5) Drug 1: CCN(CC)CCNC(=O)C1=C(NC(=C1C)C=C2C3=C(C=CC(=C3)F)NC2=O)C. Drug 2: C1=NC2=C(N1)C(=S)N=CN2. Cell line: NCI-H460. Synergy scores: CSS=18.1, Synergy_ZIP=-4.40, Synergy_Bliss=3.27, Synergy_Loewe=-3.57, Synergy_HSA=3.17. (6) Drug 1: C1CCN(CC1)CCOC2=CC=C(C=C2)C(=O)C3=C(SC4=C3C=CC(=C4)O)C5=CC=C(C=C5)O. Drug 2: CN(CC1=CN=C2C(=N1)C(=NC(=N2)N)N)C3=CC=C(C=C3)C(=O)NC(CCC(=O)O)C(=O)O. Cell line: RPMI-8226. Synergy scores: CSS=6.20, Synergy_ZIP=-0.523, Synergy_Bliss=4.76, Synergy_Loewe=-27.7, Synergy_HSA=-8.19. (7) Drug 1: C1=CC(=CC=C1C#N)C(C2=CC=C(C=C2)C#N)N3C=NC=N3. Drug 2: C1=CC=C(C(=C1)C(C2=CC=C(C=C2)Cl)C(Cl)Cl)Cl. Cell line: MOLT-4. Synergy scores: CSS=4.14, Synergy_ZIP=10.4, Synergy_Bliss=15.0, Synergy_Loewe=5.90, Synergy_HSA=4.05.